This data is from Forward reaction prediction with 1.9M reactions from USPTO patents (1976-2016). The task is: Predict the product of the given reaction. Given the reactants [CH3:1][S:2][C:3]1[N:8]=[C:7]([NH:9][CH3:10])[C:6]([N+:11]([O-:13])=[O:12])=[C:5]([N:14]([CH3:16])[CH3:15])[N:4]=1.ClC1C=CC=C(C(OO)=[O:25])C=1, predict the reaction product. The product is: [CH3:1][S:2]([C:3]1[N:8]=[C:7]([NH:9][CH3:10])[C:6]([N+:11]([O-:13])=[O:12])=[C:5]([N:14]([CH3:16])[CH3:15])[N:4]=1)=[O:25].